Dataset: NCI-60 drug combinations with 297,098 pairs across 59 cell lines. Task: Regression. Given two drug SMILES strings and cell line genomic features, predict the synergy score measuring deviation from expected non-interaction effect. (1) Drug 1: CC1=C(C=C(C=C1)NC(=O)C2=CC=C(C=C2)CN3CCN(CC3)C)NC4=NC=CC(=N4)C5=CN=CC=C5. Drug 2: C#CCC(CC1=CN=C2C(=N1)C(=NC(=N2)N)N)C3=CC=C(C=C3)C(=O)NC(CCC(=O)O)C(=O)O. Cell line: PC-3. Synergy scores: CSS=72.5, Synergy_ZIP=24.1, Synergy_Bliss=1.55, Synergy_Loewe=22.3, Synergy_HSA=1.80. (2) Drug 1: CC12CCC3C(C1CCC2=O)CC(=C)C4=CC(=O)C=CC34C. Drug 2: C(=O)(N)NO. Cell line: A498. Synergy scores: CSS=43.4, Synergy_ZIP=-1.04, Synergy_Bliss=1.33, Synergy_Loewe=-0.435, Synergy_HSA=1.45.